Dataset: Peptide-MHC class II binding affinity with 134,281 pairs from IEDB. Task: Regression. Given a peptide amino acid sequence and an MHC pseudo amino acid sequence, predict their binding affinity value. This is MHC class II binding data. (1) The peptide sequence is FHGSDGCWYPMEIRP. The MHC is DRB5_0101 with pseudo-sequence DRB5_0101. The binding affinity (normalized) is 0. (2) The peptide sequence is ANERADLIVYLKQATK. The MHC is H-2-IEk with pseudo-sequence H-2-IEk. The binding affinity (normalized) is 0.623. (3) The peptide sequence is VVHITDDNEEPI. The MHC is DRB1_1101 with pseudo-sequence DRB1_1101. The binding affinity (normalized) is 0. (4) The peptide sequence is KHTDACCRTHDMC. The MHC is DRB1_0101 with pseudo-sequence DRB1_0101. The binding affinity (normalized) is 0. (5) The peptide sequence is GELQIVDKKDAAFKI. The MHC is DRB3_0101 with pseudo-sequence DRB3_0101. The binding affinity (normalized) is 0.551. (6) The peptide sequence is MGKATTEEQKLIEDV. The MHC is DRB3_0202 with pseudo-sequence DRB3_0202. The binding affinity (normalized) is 0.